This data is from Peptide-MHC class I binding affinity with 185,985 pairs from IEDB/IMGT. The task is: Regression. Given a peptide amino acid sequence and an MHC pseudo amino acid sequence, predict their binding affinity value. This is MHC class I binding data. (1) The peptide sequence is MMMNWSPTTA. The MHC is HLA-A02:06 with pseudo-sequence HLA-A02:06. The binding affinity (normalized) is 0.377. (2) The peptide sequence is KTTYWWDGL. The MHC is HLA-B27:05 with pseudo-sequence HLA-B27:05. The binding affinity (normalized) is 0.0847.